This data is from Forward reaction prediction with 1.9M reactions from USPTO patents (1976-2016). The task is: Predict the product of the given reaction. Given the reactants [F:1][C:2]1[CH:10]=[C:9]([C:11]([F:14])([F:13])[F:12])[CH:8]=[CH:7][C:3]=1[C:4]([OH:6])=O.C[O:16][C:17](=[O:37])[CH2:18][CH2:19][C:20]1[CH:25]=[CH:24][C:23]([O:26][C:27]2[CH:32]=[CH:31][CH:30]=[C:29]([C@H:33]([NH2:35])[CH3:34])[CH:28]=2)=[CH:22][C:21]=1[CH3:36], predict the reaction product. The product is: [F:1][C:2]1[CH:10]=[C:9]([C:11]([F:14])([F:13])[F:12])[CH:8]=[CH:7][C:3]=1[C:4]([NH:35][CH:33]([C:29]1[CH:28]=[C:27]([CH:32]=[CH:31][CH:30]=1)[O:26][C:23]1[CH:24]=[CH:25][C:20]([CH2:19][CH2:18][C:17]([OH:37])=[O:16])=[C:21]([CH3:36])[CH:22]=1)[CH3:34])=[O:6].